From a dataset of Forward reaction prediction with 1.9M reactions from USPTO patents (1976-2016). Predict the product of the given reaction. (1) Given the reactants [OH:1][C:2]1[CH:11]=[C:10]2[C:5]([C:6](=O)[CH2:7][C:8]([CH3:13])([CH3:12])[O:9]2)=[CH:4][CH:3]=1.C([O-])(=O)C.[Na+].[CH3:20][O:21][NH2:22].Cl, predict the reaction product. The product is: [CH3:20][O:21][N:22]=[C:6]1[C:5]2[C:10](=[CH:11][C:2]([OH:1])=[CH:3][CH:4]=2)[O:9][C:8]([CH3:13])([CH3:12])[CH2:7]1. (2) The product is: [Cl:1][C:2]1[C:10]2[C:5](=[CH:6][CH:7]=[C:8]([C:12]([OH:14])=[O:13])[C:9]=2[F:11])[N:4]([CH3:16])[CH:3]=1. Given the reactants [Cl:1][C:2]1[C:10]2[C:5](=[CH:6][CH:7]=[C:8]([C:12]([O:14]C)=[O:13])[C:9]=2[F:11])[N:4]([CH3:16])[CH:3]=1.[OH-].[Na+], predict the reaction product. (3) Given the reactants [OH:1][C:2]1[CH:7]=[CH:6][C:5]([S:8][CH2:9][CH2:10][CH2:11][C:12]([OH:14])=O)=[CH:4][CH:3]=1.[CH:15]1([NH:18][CH2:19][C:20]2[CH:25]=[CH:24][CH:23]=[CH:22][C:21]=2[O:26][CH3:27])[CH2:17][CH2:16]1, predict the reaction product. The product is: [CH:15]1([N:18]([CH2:19][C:20]2[CH:25]=[CH:24][CH:23]=[CH:22][C:21]=2[O:26][CH3:27])[C:12](=[O:14])[CH2:11][CH2:10][CH2:9][S:8][C:5]2[CH:4]=[CH:3][C:2]([OH:1])=[CH:7][CH:6]=2)[CH2:17][CH2:16]1. (4) The product is: [CH2:16]([N:6]1[C:7]2[CH:8]=[CH:9][C:10]([C:25]3[CH:26]=[CH:27][C:22]([O:21][CH3:20])=[CH:23][CH:24]=3)=[CH:11][C:12]=2[C:13]2[C:5]1=[CH:4][CH:3]=[C:2]([C:25]1[CH:26]=[CH:27][C:22]([O:21][CH3:20])=[CH:23][CH:24]=1)[CH:14]=2)[CH2:17][CH2:18][CH3:19]. Given the reactants Br[C:2]1[CH:3]=[CH:4][C:5]2[N:6]([CH2:16][CH2:17][CH2:18][CH3:19])[C:7]3[C:12]([C:13]=2[CH:14]=1)=[CH:11][C:10](Br)=[CH:9][CH:8]=3.[CH3:20][O:21][C:22]1[CH:27]=[CH:26][C:25](B(O)O)=[CH:24][CH:23]=1, predict the reaction product. (5) Given the reactants [CH:1]1([C:4]2[C:13]([CH2:14][C:15]3[CH:20]=[CH:19][C:18]([N:21]4[CH:25]=[CH:24][CH:23]=[N:22]4)=[CH:17][CH:16]=3)=[C:12]([CH3:26])[C:11]3[C:10]([OH:27])=[CH:9][CH:8]=[C:7]([F:28])[C:6]=3[N:5]=2)[CH2:3][CH2:2]1.C(=O)([O-])[O-].[K+].[K+].[CH3:35][O:36][C:37](=[O:41])[C@H:38](Cl)[CH3:39], predict the reaction product. The product is: [CH3:35][O:36][C:37](=[O:41])[C@@H:38]([O:27][C:10]1[CH:9]=[CH:8][C:7]([F:28])=[C:6]2[C:11]=1[C:12]([CH3:26])=[C:13]([CH2:14][C:15]1[CH:20]=[CH:19][C:18]([N:21]3[CH:25]=[CH:24][CH:23]=[N:22]3)=[CH:17][CH:16]=1)[C:4]([CH:1]1[CH2:2][CH2:3]1)=[N:5]2)[CH3:39]. (6) Given the reactants [C:1]([O:4][C:5]1[CH:10]=[CH:9][C:8]([C:11]2[C:20](=[O:21])[C:19]3[C:14](=[CH:15][C:16]([O:22][C:23](=[O:25])[CH3:24])=[CH:17][CH:18]=3)[O:13][C:12]=2[CH2:26][CH2:27][CH2:28][CH3:29])=[CH:7][CH:6]=1)(=[O:3])[CH3:2], predict the reaction product. The product is: [C:1]([O:4][C:5]1[CH:10]=[CH:9][C:8]([CH:11]2[CH:20]([OH:21])[C:19]3[C:14](=[CH:15][C:16]([O:22][C:23](=[O:25])[CH3:24])=[CH:17][CH:18]=3)[O:13][CH:12]2[CH2:26][CH2:27][CH2:28][CH3:29])=[CH:7][CH:6]=1)(=[O:3])[CH3:2]. (7) The product is: [C:1]([O:5][C:6]([N:8]1[CH2:12][C@H:11]([CH2:13][N:14]([C:18](=[O:38])[C:19]2[CH:24]=[CH:23][C:22]([O:25][CH3:26])=[C:21]([O:27][CH2:28][CH2:29][OH:30])[CH:20]=2)[CH:15]([CH3:16])[CH3:17])[C@@H:10]([CH2:39][C:40]2[CH:45]=[CH:44][CH:43]=[CH:42][CH:41]=2)[CH2:9]1)=[O:7])([CH3:3])([CH3:4])[CH3:2]. Given the reactants [C:1]([O:5][C:6]([N:8]1[CH2:12][C@H:11]([CH2:13][N:14]([C:18](=[O:38])[C:19]2[CH:24]=[CH:23][C:22]([O:25][CH3:26])=[C:21]([O:27][CH2:28][CH2:29][O:30]CC3C=CC=CC=3)[CH:20]=2)[CH:15]([CH3:17])[CH3:16])[C@@H:10]([CH2:39][C:40]2[CH:45]=[CH:44][CH:43]=[CH:42][CH:41]=2)[CH2:9]1)=[O:7])([CH3:4])([CH3:3])[CH3:2], predict the reaction product.